Dataset: Reaction yield outcomes from USPTO patents with 853,638 reactions. Task: Predict the reaction yield, written as a fraction of the theoretical maximum amount of product (1.0 means a 100% yield; for example, 0.34 means a 34% yield). The reactants are [NH:1]([C:3]([CH:5]1[CH2:9][CH2:8][CH2:7][N:6]1[C:10]([O:12][CH2:13][C:14]1[CH:19]=[CH:18]C=CC=1)=[O:11])=O)[NH2:2].[C:20](#[N:27])[C:21]1[CH:26]=[CH:25][N:24]=[CH:23][CH:22]=1.C([O-])([O-])=O.[K+].[K+].C(O)CCC. The catalyst is CO.C(Cl)Cl. The product is [N:24]1[CH:25]=[CH:26][C:21]([C:20]2[N:27]=[C:3]([CH:5]3[CH2:9][CH2:8][CH2:7][N:6]3[C:10]([O:12][CH2:13][CH2:14][CH2:19][CH3:18])=[O:11])[NH:1][N:2]=2)=[CH:22][CH:23]=1. The yield is 0.590.